This data is from NCI-60 drug combinations with 297,098 pairs across 59 cell lines. The task is: Regression. Given two drug SMILES strings and cell line genomic features, predict the synergy score measuring deviation from expected non-interaction effect. (1) Drug 1: CC1=C(C=C(C=C1)NC2=NC=CC(=N2)N(C)C3=CC4=NN(C(=C4C=C3)C)C)S(=O)(=O)N.Cl. Drug 2: CCC1=C2CN3C(=CC4=C(C3=O)COC(=O)C4(CC)O)C2=NC5=C1C=C(C=C5)O. Cell line: NCI/ADR-RES. Synergy scores: CSS=14.1, Synergy_ZIP=-5.25, Synergy_Bliss=3.96, Synergy_Loewe=-18.8, Synergy_HSA=2.82. (2) Drug 1: C1CC(C1)(C(=O)O)C(=O)O.[NH2-].[NH2-].[Pt+2]. Drug 2: CC1C(C(CC(O1)OC2CC(CC3=C2C(=C4C(=C3O)C(=O)C5=CC=CC=C5C4=O)O)(C(=O)C)O)N)O. Cell line: BT-549. Synergy scores: CSS=40.3, Synergy_ZIP=-0.785, Synergy_Bliss=1.84, Synergy_Loewe=-40.6, Synergy_HSA=4.68. (3) Synergy scores: CSS=37.9, Synergy_ZIP=-4.29, Synergy_Bliss=-1.62, Synergy_Loewe=-6.59, Synergy_HSA=0.0440. Drug 1: CC1C(C(CC(O1)OC2CC(CC3=C2C(=C4C(=C3O)C(=O)C5=C(C4=O)C(=CC=C5)OC)O)(C(=O)C)O)N)O.Cl. Drug 2: C1=NC2=C(N1)C(=S)N=C(N2)N. Cell line: SK-MEL-5.